From a dataset of Catalyst prediction with 721,799 reactions and 888 catalyst types from USPTO. Predict which catalyst facilitates the given reaction. (1) Reactant: [NH:1]1[C:5]2=[N:6][CH:7]=[CH:8][CH:9]=[C:4]2[C:3]([C:10]([O:12][CH3:13])=[O:11])=[N:2]1.C([O-])(=O)C.[Na+].[Br:19]Br.O. Product: [Br:19][C:8]1[CH:9]=[C:4]2[C:3]([C:10]([O:12][CH3:13])=[O:11])=[N:2][NH:1][C:5]2=[N:6][CH:7]=1. The catalyst class is: 15. (2) Reactant: [Si]([O:8][CH2:9][CH2:10][CH2:11][N:12]([CH2:47][CH2:48][CH3:49])[C:13]([C:15]1=[CH:16][C:17]2[CH:33]=[CH:32][C:31]([C:34]3[CH:39]=[CH:38][C:37]([C:40]([N:42]4[CH2:46][CH2:45][CH2:44][CH2:43]4)=[O:41])=[CH:36][CH:35]=3)=[CH:30][C:18]=2[N:19]=[C:20]([NH:22]C(=O)OC(C)(C)C)[CH2:21]1)=[O:14])(C(C)(C)C)(C)C.C(O)(C(F)(F)F)=O.N.CO. Product: [NH2:22][C:20]1[CH2:21][C:15]([C:13]([N:12]([CH2:11][CH2:10][CH2:9][OH:8])[CH2:47][CH2:48][CH3:49])=[O:14])=[CH:16][C:17]2[CH:33]=[CH:32][C:31]([C:34]3[CH:35]=[CH:36][C:37]([C:40]([N:42]4[CH2:46][CH2:45][CH2:44][CH2:43]4)=[O:41])=[CH:38][CH:39]=3)=[CH:30][C:18]=2[N:19]=1. The catalyst class is: 2. (3) Reactant: [F:1][CH:2]([F:11])[C:3](=O)[CH2:4][C:5](OCC)=[O:6].C(O)=O.[CH3:15][NH:16][NH2:17]. Product: [F:1][CH:2]([F:11])[C:3]1[CH:4]=[C:5]([OH:6])[N:16]([CH3:15])[N:17]=1. The catalyst class is: 282. (4) Reactant: [F:1][C:2]1[C:3]([N:8]2[CH:12]=[C:11]([CH:13]=O)[C:10]([C:15]([O:17][CH2:18][CH3:19])=[O:16])=[N:9]2)=[N:4][CH:5]=[CH:6][CH:7]=1.[Cl:20][C:21]1[S:25][C:24]2[C:26]3([O:32][CH2:33][C:34]([F:36])([F:35])[C:23]=2[CH:22]=1)[CH2:31][CH2:30][NH:29][CH2:28][CH2:27]3.C(O[BH-](OC(=O)C)OC(=O)C)(=O)C.[Na+].C(=O)(O)[O-].[Na+]. Product: [Cl:20][C:21]1[S:25][C:24]2[C:26]3([O:32][CH2:33][C:34]([F:35])([F:36])[C:23]=2[CH:22]=1)[CH2:27][CH2:28][N:29]([CH2:13][C:11]1[C:10]([C:15]([O:17][CH2:18][CH3:19])=[O:16])=[N:9][N:8]([C:3]2[C:2]([F:1])=[CH:7][CH:6]=[CH:5][N:4]=2)[CH:12]=1)[CH2:30][CH2:31]3. The catalyst class is: 26. (5) Reactant: [CH3:1][C:2]1[N:3]=[CH:4][C:5]2[N:6]([CH:8]=[C:9]([C:11]([O:13]CC)=O)[N:10]=2)[CH:7]=1.[CH3:16][CH2:17][O:18][C:19]([CH3:21])=[O:20].[H-].[Na+]. Product: [CH3:1][C:2]1[N:3]=[CH:4][C:5]2[N:6]([CH:8]=[C:9]([C:11](=[O:13])[CH2:21][C:19]([O:18][CH2:17][CH3:16])=[O:20])[N:10]=2)[CH:7]=1. The catalyst class is: 11. (6) Reactant: [Cl:1][C:2]1[CH:3]=[C:4]([CH:31]=[CH:32][CH:33]=1)[CH2:5][NH:6][C:7]([C:9]1[N:10]([CH2:25][CH:26]([O:29][CH3:30])[O:27][CH3:28])[CH:11]=[C:12]([NH2:24])[C:13](=[O:23])[C:14]=1[O:15][CH2:16][C:17]1[CH:22]=[CH:21][CH:20]=[CH:19][CH:18]=1)=[O:8].C(N(CC)CC)C.[C:41](Cl)(=[O:44])[CH2:42][CH3:43].C(=O)([O-])O.[Na+]. Product: [CH2:16]([O:15][C:14]1[C:13](=[O:23])[C:12]([NH:24][C:41](=[O:44])[CH2:42][CH3:43])=[CH:11][N:10]([CH2:25][CH:26]([O:27][CH3:28])[O:29][CH3:30])[C:9]=1[C:7](=[O:8])[NH:6][CH2:5][C:4]1[CH:31]=[CH:32][CH:33]=[C:2]([Cl:1])[CH:3]=1)[C:17]1[CH:22]=[CH:21][CH:20]=[CH:19][CH:18]=1. The catalyst class is: 22. (7) Reactant: [CH2:1]1[C:9]2[C:4](=[CH:5][CH:6]=[CH:7][CH:8]=2)[CH:3]=[CH:2]1.C([Li])CCC.Cl[CH2:16][C:17]1[C:26]2[C:21](=[CH:22][CH:23]=[CH:24][CH:25]=2)[CH:20]=[CH:19][CH:18]=1.O. Product: [CH:1]1([CH2:16][C:17]2[C:26]3[C:21](=[CH:22][CH:23]=[CH:24][CH:25]=3)[CH:20]=[CH:19][CH:18]=2)[C:9]2[C:4](=[CH:5][CH:6]=[CH:7][CH:8]=2)[CH:3]=[CH:2]1. The catalyst class is: 27.